This data is from Reaction yield outcomes from USPTO patents with 853,638 reactions. The task is: Predict the reaction yield, written as a fraction of the theoretical maximum amount of product (1.0 means a 100% yield; for example, 0.34 means a 34% yield). (1) The reactants are [Br:1][C:2]1[CH:3]=[CH:4][C:5]([CH2:8]O)=[N:6][CH:7]=1.S(Cl)([Cl:12])=O. The catalyst is C1(C)C=CC=CC=1. The product is [ClH:12].[Br:1][C:2]1[CH:3]=[CH:4][C:5]([CH2:8][Cl:12])=[N:6][CH:7]=1. The yield is 0.692. (2) No catalyst specified. The yield is 0.556. The reactants are C[O:2][C:3](=[O:20])[CH2:4][CH2:5][CH2:6][CH2:7][CH2:8][O:9][C:10]1[CH:15]=[CH:14][C:13]([NH:16]C(=O)C)=[CH:12][CH:11]=1.[ClH:21]. The product is [ClH:21].[NH2:16][C:13]1[CH:12]=[CH:11][C:10]([O:9][CH2:8][CH2:7][CH2:6][CH2:5][CH2:4][C:3]([OH:20])=[O:2])=[CH:15][CH:14]=1. (3) The reactants are Br[C:2]1[CH:7]=[CH:6][CH:5]=[CH:4][C:3]=1[C:8]1[CH:13]=[CH:12][CH:11]=[CH:10][CH:9]=1.C([Li])CCC.[S:19](Cl)([Cl:22])(=[O:21])=[O:20]. The catalyst is CCOCC.C(OCC)(=O)C. The product is [C:3]1([C:8]2[CH:13]=[CH:12][CH:11]=[CH:10][CH:9]=2)[C:2]([S:19]([Cl:22])(=[O:21])=[O:20])=[CH:7][CH:6]=[CH:5][CH:4]=1. The yield is 0.510. (4) The reactants are [F:1][C:2]1[CH:10]=[C:9]2[C:5]([C:6](B3OC(C)(C)C(C)(C)O3)=[CH:7][N:8]2[S:11]([C:14]2[CH:20]=[CH:19][C:17]([CH3:18])=[CH:16][CH:15]=2)(=[O:13])=[O:12])=[CH:4][C:3]=1[C:30]1[O:34][C:33]([NH:35][CH:36]([CH3:38])[CH3:37])=[N:32][N:31]=1.CC(C1C=C(C(C)C)C(C2C=CC=CC=2P(C2CCCCC2)C2CCCCC2)=C(C(C)C)C=1)C.Br[C:74]1[CH:79]=[N:78][CH:77]=[C:76]([CH:80]2[CH2:82][CH2:81]2)[N:75]=1.P([O-])([O-])([O-])=O.[K+].[K+].[K+]. The catalyst is C1C=CC(/C=C/C(/C=C/C2C=CC=CC=2)=O)=CC=1.C1C=CC(/C=C/C(/C=C/C2C=CC=CC=2)=O)=CC=1.C1C=CC(/C=C/C(/C=C/C2C=CC=CC=2)=O)=CC=1.[Pd].[Pd]. The product is [CH:80]1([C:76]2[N:75]=[C:74]([C:6]3[C:5]4[C:9](=[CH:10][C:2]([F:1])=[C:3]([C:30]5[O:34][C:33]([NH:35][CH:36]([CH3:37])[CH3:38])=[N:32][N:31]=5)[CH:4]=4)[N:8]([S:11]([C:14]4[CH:15]=[CH:16][C:17]([CH3:18])=[CH:19][CH:20]=4)(=[O:13])=[O:12])[CH:7]=3)[CH:79]=[N:78][CH:77]=2)[CH2:82][CH2:81]1. The yield is 0.361. (5) The yield is 0.910. The product is [Cl:1][C:2]1[CH:7]=[CH:6][C:5]([O:8][CH2:19][C:20]([N:22]2[CH2:27][CH2:26][O:25][CH2:24][CH2:23]2)=[O:21])=[C:4]([N+:9]([O-:11])=[O:10])[CH:3]=1. The catalyst is CN(C=O)C.C(OCC)(=O)C. The reactants are [Cl:1][C:2]1[CH:7]=[CH:6][C:5]([OH:8])=[C:4]([N+:9]([O-:11])=[O:10])[CH:3]=1.C(=O)([O-])[O-].[K+].[K+].Cl[CH2:19][C:20]([N:22]1[CH2:27][CH2:26][O:25][CH2:24][CH2:23]1)=[O:21]. (6) The reactants are [Br:1][C:2]1[CH:3]=[C:4]2[C:10](I)=[CH:9][N:8]([S:12]([C:15]3[CH:21]=[CH:20][C:18]([CH3:19])=[CH:17][CH:16]=3)(=[O:14])=[O:13])[C:5]2=[N:6][CH:7]=1.[NH:22]1[C:30]2[C:25](=[CH:26][C:27](B(O)O)=[CH:28][CH:29]=2)[CH:24]=[CH:23]1.C([O-])([O-])=O.[Na+].[Na+]. The catalyst is CC#N.Cl[Pd](Cl)([P](C1C=CC=CC=1)(C1C=CC=CC=1)C1C=CC=CC=1)[P](C1C=CC=CC=1)(C1C=CC=CC=1)C1C=CC=CC=1. The product is [Br:1][C:2]1[CH:3]=[C:4]2[C:10]([C:27]3[CH:26]=[C:25]4[C:30](=[CH:29][CH:28]=3)[NH:22][CH:23]=[CH:24]4)=[CH:9][N:8]([S:12]([C:15]3[CH:21]=[CH:20][C:18]([CH3:19])=[CH:17][CH:16]=3)(=[O:14])=[O:13])[C:5]2=[N:6][CH:7]=1. The yield is 0.760. (7) The reactants are [CH:1]([O:4][C:5]1[CH:13]=[C:12]2[C:8]([CH:9]=[N:10][NH:11]2)=[CH:7][C:6]=1[N+:14]([O-])=O)([CH3:3])[CH3:2]. The catalyst is [Pd].C(O)C. The product is [CH:1]([O:4][C:5]1[CH:13]=[C:12]2[C:8]([CH:9]=[N:10][NH:11]2)=[CH:7][C:6]=1[NH2:14])([CH3:3])[CH3:2]. The yield is 0.800.